Dataset: Retrosynthesis with 50K atom-mapped reactions and 10 reaction types from USPTO. Task: Predict the reactants needed to synthesize the given product. (1) Given the product CCCCCS(=O)(=O)NC(=O)c1ccc(N)c(NCc2ccc(Cl)cc2Cl)c1, predict the reactants needed to synthesize it. The reactants are: CCCCCS(=O)(=O)NC(=O)c1ccc([N+](=O)[O-])c(NCc2ccc(Cl)cc2Cl)c1. (2) Given the product Cn1c(Cl)c(Cl)c(C(=O)c2cc(C(C)(C)C)c(O)c(C(C)(C)C)c2)c1Cl, predict the reactants needed to synthesize it. The reactants are: CC(C)(C)c1cc(C(=O)c2c(Cl)[nH]c(Cl)c2Cl)cc(C(C)(C)C)c1O.CI. (3) Given the product CC(C)(C)c1n[nH]c(SCCOC(=O)Nc2ccc(C(F)(F)F)cc2)n1, predict the reactants needed to synthesize it. The reactants are: CC(C)(C)c1n[nH]c(SCCO)n1.O=C=Nc1ccc(C(F)(F)F)cc1. (4) Given the product c1ccc(-c2nsc(N3CCNCC3)n2)cc1, predict the reactants needed to synthesize it. The reactants are: CC(C)(C)OC(=O)N1CCN(c2nc(-c3ccccc3)ns2)CC1. (5) Given the product CC(C)[C@@H](C(=O)O)N1Cc2cc(-c3ccc(NC(=S)Nc4ccc(Cl)cc4)cc3)ccc2C1=O, predict the reactants needed to synthesize it. The reactants are: COC(=O)[C@H](C(C)C)N1Cc2cc(-c3ccc(NC(=S)Nc4ccc(Cl)cc4)cc3)ccc2C1=O.